Dataset: Full USPTO retrosynthesis dataset with 1.9M reactions from patents (1976-2016). Task: Predict the reactants needed to synthesize the given product. (1) The reactants are: [NH:1]([C:8]1[N:9]([C:24]2[CH:29]=[CH:28][CH:27]=[CH:26][CH:25]=2)[C:10]2[C:15]([C:16](=[O:18])[CH:17]=1)=[C:14]([C:19]([F:22])([F:21])[F:20])[CH:13]=[C:12](Cl)[N:11]=2)[C:2]1[CH:7]=[CH:6][CH:5]=[CH:4][CH:3]=1.[CH3:30][S:31]([NH2:34])(=[O:33])=[O:32].C([O-])([O-])=O.[K+].[K+]. Given the product [NH:1]([C:8]1[N:9]([C:24]2[CH:29]=[CH:28][CH:27]=[CH:26][CH:25]=2)[C:10]2[N:11]=[C:12]([NH:34][S:31]([CH3:30])(=[O:33])=[O:32])[CH:13]=[C:14]([C:19]([F:22])([F:21])[F:20])[C:15]=2[C:16](=[O:18])[CH:17]=1)[C:2]1[CH:7]=[CH:6][CH:5]=[CH:4][CH:3]=1, predict the reactants needed to synthesize it. (2) Given the product [Cl:1][C:2]1[CH:3]=[C:4]([CH2:17][N:18]2[C:22]([CH3:23])=[CH:21][C:20]([C:24]([NH:26][C:27]3[N:32]=[CH:31][C:30]([C:33]([OH:35])=[O:34])=[CH:29][CH:28]=3)=[O:25])=[N:19]2)[C:5]2[O:9][C:8]([C:10]3[CH:11]=[CH:12][CH:13]=[CH:14][CH:15]=3)=[CH:7][C:6]=2[CH:16]=1, predict the reactants needed to synthesize it. The reactants are: [Cl:1][C:2]1[CH:3]=[C:4]([CH2:17][N:18]2[C:22]([CH3:23])=[CH:21][C:20]([C:24]([NH:26][C:27]3[N:32]=[CH:31][C:30]([C:33]([O:35]C)=[O:34])=[CH:29][CH:28]=3)=[O:25])=[N:19]2)[C:5]2[O:9][C:8]([C:10]3[CH:15]=[CH:14][CH:13]=[CH:12][CH:11]=3)=[CH:7][C:6]=2[CH:16]=1.[OH-].[Na+]. (3) Given the product [Cl:22][C:16]1[CH:17]=[C:18](/[N:21]=[CH:9]/[C:8]2[C:7]([CH2:11][OH:12])=[CH:6][N:5]=[C:4]([CH3:13])[C:3]=2[OH:2])[CH:19]=[CH:20][C:15]=1[F:14], predict the reactants needed to synthesize it. The reactants are: Cl.[OH:2][C:3]1[C:4]([CH3:13])=[N:5][CH:6]=[C:7]([CH2:11][OH:12])[C:8]=1[CH:9]=O.[F:14][C:15]1[CH:20]=[CH:19][C:18]([NH2:21])=[CH:17][C:16]=1[Cl:22]. (4) Given the product [CH3:12][N:3]1[CH:4]=[CH:5][C:6]([C:7]([O:9][CH2:10][CH3:11])=[O:8])=[C:2]1[CH3:1], predict the reactants needed to synthesize it. The reactants are: [CH3:1][C:2]1[NH:3][CH:4]=[CH:5][C:6]=1[C:7]([O:9][CH2:10][CH3:11])=[O:8].[CH3:12]I.[H-].[Na+]. (5) Given the product [C:1]([C:3]1[CH:8]=[CH:7][C:6]([CH:9]2[CH2:14][CH2:13][N:12]([C:15]([C:17]3[CH:18]=[CH:19][C:20]([CH3:36])=[C:21]([NH:23][S:24]([C:27]4[CH:28]=[C:29]([CH:33]=[CH:34][CH:35]=4)[C:30]([NH:38][CH3:37])=[O:31])(=[O:26])=[O:25])[CH:22]=3)=[O:16])[CH2:11][CH2:10]2)=[CH:5][CH:4]=1)#[N:2], predict the reactants needed to synthesize it. The reactants are: [C:1]([C:3]1[CH:8]=[CH:7][C:6]([CH:9]2[CH2:14][CH2:13][N:12]([C:15]([C:17]3[CH:18]=[CH:19][C:20]([CH3:36])=[C:21]([NH:23][S:24]([C:27]4[CH:28]=[C:29]([CH:33]=[CH:34][CH:35]=4)[C:30](O)=[O:31])(=[O:26])=[O:25])[CH:22]=3)=[O:16])[CH2:11][CH2:10]2)=[CH:5][CH:4]=1)#[N:2].[CH3:37][NH2:38]. (6) Given the product [C:2]1([NH:26][C:23]2[CH:24]=[N:25][C:20]([O:19][C:18]3[C:13]([CH3:12])=[N:14][CH:15]=[CH:16][CH:17]=3)=[CH:21][CH:22]=2)[C:11]2[C:6](=[CH:7][CH:8]=[CH:9][CH:10]=2)[CH:5]=[CH:4][N:3]=1, predict the reactants needed to synthesize it. The reactants are: Cl[C:2]1[C:11]2[C:6](=[CH:7][CH:8]=[CH:9][CH:10]=2)[CH:5]=[CH:4][N:3]=1.[CH3:12][C:13]1[C:18]([O:19][C:20]2[N:25]=[CH:24][C:23]([NH2:26])=[CH:22][CH:21]=2)=[CH:17][CH:16]=[CH:15][N:14]=1.C(=O)([O-])[O-].[K+].[K+]. (7) Given the product [Cl:37][C:38]1[C:39]2[C:49]([F:50])=[CH:48][CH:47]=[C:46]([F:51])[C:40]=2[S:41][C:42]=1[C:43]([N:21]([CH2:20][C:14]1[CH:13]=[C:12]([C:9]2[CH:10]=[CH:11][C:6]([NH:5][S:2]([CH3:1])(=[O:4])=[O:3])=[CH:7][CH:8]=2)[CH:17]=[CH:16][C:15]=1[O:18][CH3:19])[CH:22]1[CH2:27][CH2:26][CH:25]([N:28]([CH3:36])[C:29](=[O:35])[O:30][C:31]([CH3:33])([CH3:32])[CH3:34])[CH2:24][CH2:23]1)=[O:44], predict the reactants needed to synthesize it. The reactants are: [CH3:1][S:2]([NH:5][C:6]1[CH:11]=[CH:10][C:9]([C:12]2[CH:17]=[CH:16][C:15]([O:18][CH3:19])=[C:14]([CH2:20][NH:21][CH:22]3[CH2:27][CH2:26][CH:25]([N:28]([CH3:36])[C:29](=[O:35])[O:30][C:31]([CH3:34])([CH3:33])[CH3:32])[CH2:24][CH2:23]3)[CH:13]=2)=[CH:8][CH:7]=1)(=[O:4])=[O:3].[Cl:37][C:38]1[C:39]2[C:49]([F:50])=[CH:48][CH:47]=[C:46]([F:51])[C:40]=2[S:41][C:42]=1[C:43](Cl)=[O:44].